This data is from CYP2D6 inhibition data for predicting drug metabolism from PubChem BioAssay. The task is: Regression/Classification. Given a drug SMILES string, predict its absorption, distribution, metabolism, or excretion properties. Task type varies by dataset: regression for continuous measurements (e.g., permeability, clearance, half-life) or binary classification for categorical outcomes (e.g., BBB penetration, CYP inhibition). Dataset: cyp2d6_veith. (1) The drug is Cc1ccc2c(c1)N[C@H](c1ccc(C(=O)O)cc1)c1cccn1-2. The result is 0 (non-inhibitor). (2) The molecule is O=C(CSc1cccc2cccnc12)OCC(=O)c1ccccc1. The result is 0 (non-inhibitor). (3) The drug is O=[N+]([O-])c1ccc(N2CCCCCC2)c(S(=O)(=O)N2CCCCC2)c1. The result is 0 (non-inhibitor). (4) The compound is OCCCNCc1ccccn1. The result is 0 (non-inhibitor). (5) The compound is O=[N+]([O-])c1ccc2c(c1)S(=O)c1ccccc1-2. The result is 0 (non-inhibitor). (6) The molecule is O=C1CC[C@H](NC(=O)c2ccccc2)C(=O)N1. The result is 0 (non-inhibitor).